This data is from Reaction yield outcomes from USPTO patents with 853,638 reactions. The task is: Predict the reaction yield, written as a fraction of the theoretical maximum amount of product (1.0 means a 100% yield; for example, 0.34 means a 34% yield). (1) The reactants are [NH2:1][C:2]1[CH:3]=[CH:4][C:5]2[O:9][C:8]([CH2:10][CH2:11][CH2:12][CH3:13])=[C:7]([C:14](=[O:34])[C:15]3[CH:20]=[CH:19][C:18]([O:21][CH2:22][CH2:23][CH2:24][N:25]([CH2:30][CH2:31][CH2:32][CH3:33])[CH2:26][CH2:27][CH2:28][CH3:29])=[CH:17][CH:16]=3)[C:6]=2[CH:35]=1.[CH3:36][S:37]([Cl:40])(=[O:39])=[O:38]. The catalyst is [Cl-].C[N+](C)(C)C.C1(C)C=CC=CC=1. The product is [ClH:40].[CH2:10]([C:8]1[O:9][C:5]2[CH:4]=[CH:3][C:2]([NH:1][S:37]([CH3:36])(=[O:39])=[O:38])=[CH:35][C:6]=2[C:7]=1[C:14](=[O:34])[C:15]1[CH:20]=[CH:19][C:18]([O:21][CH2:22][CH2:23][CH2:24][N:25]([CH2:26][CH2:27][CH2:28][CH3:29])[CH2:30][CH2:31][CH2:32][CH3:33])=[CH:17][CH:16]=1)[CH2:11][CH2:12][CH3:13]. The yield is 0.940. (2) The reactants are [CH3:1][C:2]1[C:3](O)=[C:4]([CH:8]=[C:9]([CH3:11])[CH:10]=1)[C:5]([OH:7])=[O:6].[C:13]([O:16]C(=O)C)(=[O:15])[CH3:14].O. The catalyst is N1C=CC=CC=1. The product is [C:13]([O:16][C:10]1[C:2]([CH3:1])=[CH:3][C:4]([C:5]([OH:7])=[O:6])=[CH:8][C:9]=1[CH3:11])(=[O:15])[CH3:14]. The yield is 0.940. (3) The catalyst is C(Cl)Cl. The yield is 0.760. The product is [C:1]12([C:11](=[O:24])[CH2:12][S:13]([C:14]3[CH:19]=[CH:18][C:17]([NH:20][C:21](=[O:23])[CH3:22])=[CH:16][CH:15]=3)=[O:33])[CH2:8][CH:7]3[CH2:9][CH:3]([CH2:4][CH:5]([CH2:6]3)[CH2:10]1)[CH2:2]2. The reactants are [C:1]12([C:11](=[O:24])[CH2:12][S:13][C:14]3[CH:19]=[CH:18][C:17]([NH:20][C:21](=[O:23])[CH3:22])=[CH:16][CH:15]=3)[CH2:10][CH:5]3[CH2:6][CH:7]([CH2:9][CH:3]([CH2:4]3)[CH2:2]1)[CH2:8]2.C1C=C(Cl)C=C(C(OO)=[O:33])C=1. (4) The reactants are [F:1][C:2]([F:7])([F:6])[C@@H:3]([OH:5])[CH3:4].[H-].[Na+].F[C:11]1[CH:19]=[CH:18][CH:17]=[CH:16][C:12]=1[C:13]([OH:15])=[O:14].O. The catalyst is O1CCOCC1. The product is [F:1][C:2]([F:7])([F:6])[C@H:3]([CH3:4])[O:5][C:11]1[CH:19]=[CH:18][CH:17]=[CH:16][C:12]=1[C:13]([OH:15])=[O:14]. The yield is 0.820. (5) The reactants are [NH:1]1[CH2:5][CH2:4][N:3]=[C:2]1[C:6]1[C:7]([O:24][CH3:25])=[CH:8][C:9]([CH:21]([CH3:23])[CH3:22])=[C:10]([CH:20]=1)[O:11][C:12]1[C:13]([NH2:19])=[N:14][C:15]([NH2:18])=[N:16][CH:17]=1.[Mn]([O-])([O-])(=O)=O.[Ba+2]. The catalyst is C(Cl)Cl. The product is [NH:3]1[CH:4]=[CH:5][N:1]=[C:2]1[C:6]1[C:7]([O:24][CH3:25])=[CH:8][C:9]([CH:21]([CH3:23])[CH3:22])=[C:10]([CH:20]=1)[O:11][C:12]1[C:13]([NH2:19])=[N:14][C:15]([NH2:18])=[N:16][CH:17]=1. The yield is 0.410. (6) The reactants are [Br:1][C:2]1[CH:3]=[CH:4][C:5]([O:16][CH:17]([CH3:19])[CH3:18])=[C:6]([C:8]2[CH:13]=[C:12](Cl)[N:11]=[C:10]([NH2:15])[N:9]=2)[CH:7]=1.[NH2:20][C:21]1[CH:26]=[CH:25][C:24]([CH2:27][CH2:28][OH:29])=[CH:23][CH:22]=1. No catalyst specified. The product is [NH2:15][C:10]1[N:11]=[C:12]([NH:20][C:21]2[CH:26]=[CH:25][C:24]([CH2:27][CH2:28][OH:29])=[CH:23][CH:22]=2)[CH:13]=[C:8]([C:6]2[CH:7]=[C:2]([Br:1])[CH:3]=[CH:4][C:5]=2[O:16][CH:17]([CH3:19])[CH3:18])[N:9]=1. The yield is 0.550.